From a dataset of Catalyst prediction with 721,799 reactions and 888 catalyst types from USPTO. Predict which catalyst facilitates the given reaction. (1) Reactant: [OH:1][C:2]1[CH:3]=[C:4]2[C:8](=[CH:9][CH:10]=1)[NH:7][C:6]([C:11]([O:13][CH2:14][CH3:15])=[O:12])=[CH:5]2.[CH3:16][C:17]1[S:21][C:20]([C:22]2[CH:27]=[CH:26][CH:25]=[CH:24][CH:23]=2)=[N:19][C:18]=1[CH2:28][CH2:29]O.C1(P(C2C=CC=CC=2)C2C=CC=CC=2)C=CC=CC=1.N(C(N1CCCCC1)=O)=NC(N1CCCCC1)=O. Product: [CH3:16][C:17]1[S:21][C:20]([C:22]2[CH:23]=[CH:24][CH:25]=[CH:26][CH:27]=2)=[N:19][C:18]=1[CH2:28][CH2:29][O:1][C:2]1[CH:3]=[C:4]2[C:8](=[CH:9][CH:10]=1)[NH:7][C:6]([C:11]([O:13][CH2:14][CH3:15])=[O:12])=[CH:5]2. The catalyst class is: 54. (2) Reactant: [Br:1][C:2]1[CH:7]=[CH:6][C:5]([C:8](=[O:12])[CH:9]([CH3:11])[CH3:10])=[CH:4][CH:3]=1.[Br:13]Br.ClS(O)(=O)=O. Product: [Br:13][C:9]([CH3:10])([CH3:11])[C:8]([C:5]1[CH:4]=[CH:3][C:2]([Br:1])=[CH:7][CH:6]=1)=[O:12]. The catalyst class is: 159. (3) Reactant: F[C:2]1[CH:7]=[CH:6][CH:5]=[CH:4][C:3]=1[N+:8]([O-:10])=[O:9].[NH:11]1[CH2:17][CH2:16][CH2:15][CH2:14][CH2:13][CH:12]1[C:18]([O:20][CH2:21][CH3:22])=[O:19].C(N(CC)CC)C. Product: [N+:8]([C:3]1[CH:4]=[CH:5][CH:6]=[CH:7][C:2]=1[N:11]1[CH2:17][CH2:16][CH2:15][CH2:14][CH2:13][CH:12]1[C:18]([O:20][CH2:21][CH3:22])=[O:19])([O-:10])=[O:9]. The catalyst class is: 10.